From a dataset of Peptide-MHC class I binding affinity with 185,985 pairs from IEDB/IMGT. Regression. Given a peptide amino acid sequence and an MHC pseudo amino acid sequence, predict their binding affinity value. This is MHC class I binding data. (1) The peptide sequence is KLTSYSAGL. The MHC is HLA-A02:01 with pseudo-sequence HLA-A02:01. The binding affinity (normalized) is 0.719. (2) The peptide sequence is EHALLATSIF. The binding affinity (normalized) is 0.0740. The MHC is HLA-A26:01 with pseudo-sequence HLA-A26:01. (3) The peptide sequence is IESSKNQTW. The MHC is HLA-B44:03 with pseudo-sequence HLA-B44:03. The binding affinity (normalized) is 0.532. (4) The binding affinity (normalized) is 0.686. The peptide sequence is WQLTSIWPI. The MHC is HLA-B48:01 with pseudo-sequence HLA-B48:01. (5) The peptide sequence is GDYSEVALNVT. The MHC is Mamu-A11 with pseudo-sequence Mamu-A11. The binding affinity (normalized) is 0. (6) The MHC is HLA-B58:01 with pseudo-sequence HLA-B58:01. The binding affinity (normalized) is 1.00. The peptide sequence is YSAVVPLVY. (7) The peptide sequence is WFREDRSPV. The MHC is HLA-B27:05 with pseudo-sequence HLA-B27:05. The binding affinity (normalized) is 0.0847.